The task is: Predict the product of the given reaction.. This data is from Forward reaction prediction with 1.9M reactions from USPTO patents (1976-2016). (1) Given the reactants I[C:2]1[CH:15]=[CH:14][C:5]([CH2:6][O:7][C:8]([CH3:13])([CH3:12])[C:9]([OH:11])=[O:10])=[CH:4][CH:3]=1.[CH2:16]([N:19]1[CH:23]=[CH:22][CH:21]=[C:20]1[C:24]([C:26]1[CH:31]=[CH:30][C:29]([CH3:32])=[CH:28][CH:27]=1)=[O:25])[CH:17]=[CH2:18].C1(C(N)C2CCCCC2)CCCCC1.C1COCC1, predict the reaction product. The product is: [CH3:12][C:8]([O:7][CH2:6][C:5]1[CH:14]=[CH:15][C:2](/[CH:18]=[CH:17]/[CH2:16][N:19]2[CH:23]=[CH:22][CH:21]=[C:20]2[C:24](=[O:25])[C:26]2[CH:27]=[CH:28][C:29]([CH3:32])=[CH:30][CH:31]=2)=[CH:3][CH:4]=1)([CH3:13])[C:9]([OH:11])=[O:10]. (2) Given the reactants CCO[C:4]1[CH:5]=[CH:6][C:7]([NH2:10])=[CH:8][CH:9]=1.C([N:18]1[CH2:23][CH2:22][CH2:21][CH:20]([NH:24][C:25]2[CH:26]=[C:27](N(CC3C=CC(OC)=CC=3)C3C=CC=CC=3)[C:28]3[N:29]([C:31]([C:34]#N)=[CH:32][N:33]=3)[N:30]=2)[CH2:19]1)C1C=CC=CC=1.[C:52](O)([C:54](F)(F)F)=O.Cl[CH2:60]Cl, predict the reaction product. The product is: [NH2:18][C@H:23]1[CH2:60][CH2:19][C@H:20]([NH:24][C:25]2[CH:26]=[C:27]([NH:10][C:7]3[CH:8]=[CH:9][CH:4]=[CH:5][CH:6]=3)[C:28]3[N:29]([C:31]([CH:34]4[CH2:54][CH2:52]4)=[CH:32][N:33]=3)[N:30]=2)[CH2:21][CH2:22]1. (3) The product is: [F:14][C:9]1[CH:8]=[C:7]([N:5]2[CH:6]=[C:2]([C:36]3[CH:37]=[CH:28][CH:29]=[C:30]([C:31]([O:33][CH2:34][CH3:39])=[O:32])[CH:35]=3)[C:3]([C:15]([O:17][CH2:18][CH3:19])=[O:16])=[N:4]2)[CH:12]=[CH:11][C:10]=1[F:13]. Given the reactants Br[C:2]1[C:3]([C:15]([O:17][CH2:18][CH3:19])=[O:16])=[N:4][N:5]([C:7]2[CH:12]=[CH:11][C:10]([F:13])=[C:9]([F:14])[CH:8]=2)[CH:6]=1.CC1(C)C(C)(C)OB([C:28]2[CH:29]=[C:30]([CH:35]=[CH:36][CH:37]=2)[C:31]([O:33][CH3:34])=[O:32])O1.[C:39](=O)([O-])[O-].[K+].[K+], predict the reaction product. (4) Given the reactants I([O-])(=O)(=O)=O.[Na+].[Cl:7][C:8]1[CH:9]=[C:10]2[N:28]([CH2:29][O:30][CH2:31][CH2:32][Si:33]([CH3:36])([CH3:35])[CH3:34])[C:27]([O:37][C@H:38]3[C@H:42]4[O:43][CH2:44][C@@H:45]([O:46][CH2:47][CH:48]=[O:49])[C@H:41]4[O:40][CH2:39]3)=[N:26][C:11]2=[N:12][C:13]=1[C:14]1[CH:19]=[CH:18][C:17]([C:20]2[CH:25]=[CH:24][CH:23]=[CH:22][CH:21]=2)=[CH:16][CH:15]=1.[OH2:50], predict the reaction product. The product is: [Cl:7][C:8]1[CH:9]=[C:10]2[N:28]([CH2:29][O:30][CH2:31][CH2:32][Si:33]([CH3:36])([CH3:35])[CH3:34])[C:27]([O:37][C@H:38]3[C@H:42]4[O:43][CH2:44][C@@H:45]([O:46][CH2:47][C:48]([OH:50])=[O:49])[C@H:41]4[O:40][CH2:39]3)=[N:26][C:11]2=[N:12][C:13]=1[C:14]1[CH:19]=[CH:18][C:17]([C:20]2[CH:25]=[CH:24][CH:23]=[CH:22][CH:21]=2)=[CH:16][CH:15]=1. (5) Given the reactants [Cl:1][C:2]1[C:11](I)=[CH:10][C:9]([Cl:13])=[CH:8][C:3]=1[C:4]([O:6][CH3:7])=[O:5].[CH3:14][N:15]1[C:19](B2OC(C)(C)C(C)(C)O2)=[CH:18][CH:17]=[N:16]1.C(=O)(O)[O-].[Na+].CN(C)C=O, predict the reaction product. The product is: [Cl:1][C:2]1[C:11]([C:19]2[N:15]([CH3:14])[N:16]=[CH:17][CH:18]=2)=[CH:10][C:9]([Cl:13])=[CH:8][C:3]=1[C:4]([O:6][CH3:7])=[O:5]. (6) Given the reactants O.[C:2](=[O:5])([O-:4])[O-].[K+].[K+].[C:8]([C:10]1[CH:15]=[CH:14][C:13]([CH:16]2[N:21]3[N:22]=[C:23]([N:25]4C(=O)[C:32]5[C:27](=[CH:28][CH:29]=[CH:30][CH:31]=5)[C:26]4=[O:35])[N:24]=[C:20]3[N:19]([C:36]3[CH:41]=[CH:40][CH:39]=[C:38]([C:42]([F:45])([F:44])[F:43])[CH:37]=3)[C:18]([CH3:46])=[C:17]2[C:47]([O:49][CH2:50][CH3:51])=[O:48])=[CH:12][CH:11]=1)#[N:9].Cl, predict the reaction product. The product is: [C:8]([C:10]1[CH:11]=[CH:12][C:13]([CH:16]2[N:21]3[N:22]=[C:23]([NH:25][C:26]([C:27]4[CH:28]=[CH:29][CH:30]=[CH:31][C:32]=4[C:2]([OH:4])=[O:5])=[O:35])[N:24]=[C:20]3[N:19]([C:36]3[CH:41]=[CH:40][CH:39]=[C:38]([C:42]([F:43])([F:45])[F:44])[CH:37]=3)[C:18]([CH3:46])=[C:17]2[C:47]([O:49][CH2:50][CH3:51])=[O:48])=[CH:14][CH:15]=1)#[N:9]. (7) Given the reactants [O:1]=[CH:2][C@H:3]([C@@H:5]([C@H:7]([CH2:9][OH:10])[OH:8])[OH:6])[OH:4].B(O)(O)O.[C:15]([OH:18])(=O)[CH3:16].C(O[C:23](=[O:25])[CH3:24])(=O)C, predict the reaction product. The product is: [C:2]([O:1][CH:2]1[O:8][C@@H:7]([CH2:9][O:10][C:15](=[O:18])[CH3:16])[C@@H:5]([O:6][C:23](=[O:25])[CH3:24])[C@@H:3]1[O:4][C:5](=[O:6])[CH3:7])(=[O:1])[CH3:3]. (8) Given the reactants CC1C=CC(S([N:11]2[C:15]3[N:16]=[C:17]([NH:26][C:27]4[CH:35]=[CH:34][C:30]([C:31](O)=[O:32])=[CH:29][CH:28]=4)[N:18]=[C:19]([NH:20][CH2:21][C:22]([F:25])([F:24])[F:23])[C:14]=3[CH:13]=[CH:12]2)(=O)=O)=CC=1.CN(C(ON1N=NC2C=CC=CC1=2)=[N+](C)C)C.[B-](F)(F)(F)F.CCN(C(C)C)C(C)C.[CH2:67]([NH2:71])[CH:68]([CH3:70])[CH3:69], predict the reaction product. The product is: [CH3:69][CH:68]([CH3:70])[CH2:67][NH:71][C:31](=[O:32])[C:30]1[CH:29]=[CH:28][C:27]([NH:26][C:17]2[NH:16][C:15]3=[N:11][CH:12]=[CH:13][C:14]3=[C:19]([NH:20][CH2:21][C:22]([F:24])([F:25])[F:23])[N:18]=2)=[CH:35][CH:34]=1. (9) Given the reactants [NH:1]1[C:5]2[CH:6]=[CH:7][CH:8]=[CH:9][C:4]=2[N:3]=[C:2]1[S:10][C:11]1[C:15]([CH2:18][S:19][C:20]2[NH:24][C:23]3[CH:25]=[CH:26][CH:27]=[CH:28][C:22]=3[N:21]=2)([CH2:16][OH:17])[O:14][C:13](=[O:29])[C:12]=1[OH:30].Cl.[CH3:32][N:33]([CH2:35][C:36](Cl)=[O:37])[CH3:34].C(N(CC)CC)C, predict the reaction product. The product is: [NH:1]1[C:5]2[CH:6]=[CH:7][CH:8]=[CH:9][C:4]=2[N:3]=[C:2]1[S:10][C:11]1[C:15]([CH2:16][O:17][C:36](=[O:37])[CH2:35][N:33]([CH3:34])[CH3:32])([CH2:18][S:19][C:20]2[NH:21][C:22]3[CH:28]=[CH:27][CH:26]=[CH:25][C:23]=3[N:24]=2)[O:14][C:13](=[O:29])[C:12]=1[OH:30]. (10) Given the reactants [C:1]([C:6]1[CH:7]=[C:8]([C:28]#[N:29])[C:9]([N:19]2[CH2:24][CH2:23][CH:22]([C:25]([OH:27])=O)[CH2:21][CH2:20]2)=[N:10][C:11]=1[CH2:12][N:13]1[CH2:17][CH2:16][CH2:15][C:14]1=[O:18])(=[O:5])[CH2:2][CH2:3][CH3:4].[C:30]1([NH:36][S:37]([NH2:40])(=[O:39])=[O:38])[CH:35]=[CH:34][CH:33]=[CH:32][CH:31]=1, predict the reaction product. The product is: [NH:36]([S:37]([NH:40][C:25]([CH:22]1[CH2:21][CH2:20][N:19]([C:9]2[C:8]([C:28]#[N:29])=[CH:7][C:6]([C:1](=[O:5])[CH2:2][CH2:3][CH3:4])=[C:11]([CH2:12][N:13]3[CH2:17][CH2:16][CH2:15][C:14]3=[O:18])[N:10]=2)[CH2:24][CH2:23]1)=[O:27])(=[O:38])=[O:39])[C:30]1[CH:31]=[CH:32][CH:33]=[CH:34][CH:35]=1.